From a dataset of Catalyst prediction with 721,799 reactions and 888 catalyst types from USPTO. Predict which catalyst facilitates the given reaction. (1) Reactant: [C:1]([O:14][CH2:15][C@@H:16]([O:47][C:48](=[O:60])[CH2:49][CH2:50][CH2:51][CH2:52][CH2:53][CH2:54][CH2:55][CH2:56][CH2:57][CH2:58][CH3:59])[CH2:17][S:18][CH2:19][C@H:20]([NH:29]C(OCC1C2C=CC=CC=2C2C1=CC=CC=2)=O)[C:21]([NH:23][C:24]1([CH2:27][OH:28])[CH2:26][CH2:25]1)=[O:22])(=[O:13])[CH2:2][CH2:3][CH2:4][CH2:5][CH2:6][CH2:7][CH2:8][CH2:9][CH2:10][CH2:11][CH3:12].N1CCCCC1.C1(C)C=CC=CC=1. Product: [C:1]([O:14][CH2:15][C@@H:16]([O:47][C:48](=[O:60])[CH2:49][CH2:50][CH2:51][CH2:52][CH2:53][CH2:54][CH2:55][CH2:56][CH2:57][CH2:58][CH3:59])[CH2:17][S:18][CH2:19][C@H:20]([NH2:29])[C:21]([NH:23][C:24]1([CH2:27][OH:28])[CH2:25][CH2:26]1)=[O:22])(=[O:13])[CH2:2][CH2:3][CH2:4][CH2:5][CH2:6][CH2:7][CH2:8][CH2:9][CH2:10][CH2:11][CH3:12]. The catalyst class is: 291. (2) Reactant: Br[C:2]1[N:6]([S:7]([C:10]2[CH:11]=[N:12][CH:13]=[CH:14][CH:15]=2)(=[O:9])=[O:8])[CH:5]=[C:4]([CH2:16][N:17]([CH3:25])[C:18](=[O:24])[O:19][C:20]([CH3:23])([CH3:22])[CH3:21])[CH:3]=1.[CH3:26][C:27]1[CH:32]=[C:31]([CH3:33])[CH:30]=[CH:29][C:28]=1B(O)O.C(=O)([O-])[O-].[Na+].[Na+]. Product: [CH3:26][C:27]1[CH:32]=[C:31]([CH3:33])[CH:30]=[CH:29][C:28]=1[C:2]1[N:6]([S:7]([C:10]2[CH:11]=[N:12][CH:13]=[CH:14][CH:15]=2)(=[O:9])=[O:8])[CH:5]=[C:4]([CH2:16][N:17]([CH3:25])[C:18](=[O:24])[O:19][C:20]([CH3:23])([CH3:22])[CH3:21])[CH:3]=1. The catalyst class is: 73. (3) Reactant: [Br:1][C:2]1[CH:7]=[C:6]([F:8])[C:5]([OH:9])=[C:4]([N+:10]([O-:12])=[O:11])[CH:3]=1.[CH2:13](Br)[CH:14]=[CH2:15].C([O-])([O-])=O.[K+].[K+]. The catalyst class is: 3. Product: [CH2:15]([O:9][C:5]1[C:4]([N+:10]([O-:12])=[O:11])=[CH:3][C:2]([Br:1])=[CH:7][C:6]=1[F:8])[CH:14]=[CH2:13]. (4) Reactant: [C:1]([O:5][C:6]([NH:8][CH2:9][CH:10]([OH:14])[C:11]([OH:13])=[O:12])=[O:7])([CH3:4])([CH3:3])[CH3:2].[H-].[Na+].[CH2:17](Br)[C:18]1[CH:23]=[CH:22][CH:21]=[CH:20][CH:19]=1. Product: [CH2:17]([O:14][CH:10]([CH2:9][NH:8][C:6]([O:5][C:1]([CH3:4])([CH3:2])[CH3:3])=[O:7])[C:11]([O:13][CH2:17][C:18]1[CH:23]=[CH:22][CH:21]=[CH:20][CH:19]=1)=[O:12])[C:18]1[CH:23]=[CH:22][CH:21]=[CH:20][CH:19]=1. The catalyst class is: 3. (5) Reactant: [Br:1][C:2]1[CH:3]=[C:4]([O:10][CH2:11][CH3:12])[C:5]([CH3:9])=[N+:6]([O-])[CH:7]=1.FC(F)(F)C(OC(=O)C(F)(F)F)=[O:16]. Product: [Br:1][C:2]1[CH:3]=[C:4]([O:10][CH2:11][CH3:12])[C:5]([CH2:9][OH:16])=[N:6][CH:7]=1. The catalyst class is: 1. (6) Reactant: [CH3:1][O:2][C:3]1[CH:11]=[CH:10][C:6]([C:7]([OH:9])=[O:8])=[CH:5][CH:4]=1.[Cl:12]N1C(=O)CCC1=O. Product: [Cl:12][C:4]1[CH:5]=[C:6]([CH:10]=[CH:11][C:3]=1[O:2][CH3:1])[C:7]([OH:9])=[O:8]. The catalyst class is: 55. (7) Reactant: [CH3:1][O:2][C:3]1[CH:8]=[CH:7][CH:6]=[CH:5][C:4]=1[N:9]1[CH2:14][CH2:13][C:12]([CH2:29][NH:30][C:31]([NH:33][C:34]2[C:39]([CH:40]([CH3:42])[CH3:41])=[CH:38][C:37]([NH:43][C:44]([O:46][C:47]([CH3:50])([CH3:49])[CH3:48])=[O:45])=[CH:36][C:35]=2[CH:51]([CH3:53])[CH3:52])=[O:32])([C:15]2[CH:20]=[CH:19][CH:18]=[C:17]([O:21]CC3C=CC=CC=3)[CH:16]=2)[CH2:11][CH2:10]1. Product: [CH3:1][O:2][C:3]1[CH:8]=[CH:7][CH:6]=[CH:5][C:4]=1[N:9]1[CH2:14][CH2:13][C:12]([CH2:29][NH:30][C:31]([NH:33][C:34]2[C:35]([CH:51]([CH3:53])[CH3:52])=[CH:36][C:37]([NH:43][C:44]([O:46][C:47]([CH3:48])([CH3:50])[CH3:49])=[O:45])=[CH:38][C:39]=2[CH:40]([CH3:42])[CH3:41])=[O:32])([C:15]2[CH:20]=[CH:19][CH:18]=[C:17]([OH:21])[CH:16]=2)[CH2:11][CH2:10]1. The catalyst class is: 43. (8) Reactant: [Cl:1][C:2]1[CH:3]=[C:4]([NH:8][C@H:9]2[C@H:13]([OH:14])[CH2:12][N:11](C(OC(C)(C)C)=O)[CH2:10]2)[CH:5]=[CH:6][CH:7]=1.Cl. Product: [Cl:1][C:2]1[CH:3]=[C:4]([NH:8][C@@H:9]2[CH2:10][NH:11][CH2:12][C@H:13]2[OH:14])[CH:5]=[CH:6][CH:7]=1. The catalyst class is: 12. (9) Reactant: [F:1][C:2]1[CH:7]=[CH:6][C:5]([C:8]([C:12]2[CH:17]=[CH:16][C:15]([F:18])=[CH:14][CH:13]=2)=[C:9](Br)[CH3:10])=[CH:4][CH:3]=1.C([Li])CCC.Cl[P:25]([C:32]1[CH:37]=[CH:36][CH:35]=[CH:34][CH:33]=1)[C:26]1[CH:31]=[CH:30][CH:29]=[CH:28][CH:27]=1.[Cl-].[NH4+]. Product: [F:1][C:2]1[CH:7]=[CH:6][C:5]([C:8]([C:12]2[CH:17]=[CH:16][C:15]([F:18])=[CH:14][CH:13]=2)=[C:9]([P:25]([C:32]2[CH:33]=[CH:34][CH:35]=[CH:36][CH:37]=2)[C:26]2[CH:31]=[CH:30][CH:29]=[CH:28][CH:27]=2)[CH3:10])=[CH:4][CH:3]=1. The catalyst class is: 1.